This data is from Forward reaction prediction with 1.9M reactions from USPTO patents (1976-2016). The task is: Predict the product of the given reaction. (1) Given the reactants CC1(C)[O:6][C@H:5]([CH2:7][O:8][C:9]([N:11]2[CH2:16][CH2:15][C:14]([C:17]3[CH:22]=[CH:21][C:20]([N:23]4[CH2:27][C@H:26]([CH2:28][O:29][C:30]5[CH:34]=[CH:33][O:32][N:31]=5)[O:25][C:24]4=[O:35])=[CH:19][C:18]=3[F:36])=[CH:13][CH2:12]2)=[O:10])[CH2:4][O:3]1.Cl.C(=O)([O-])[O-].[K+].[K+], predict the reaction product. The product is: [OH:6][C@@H:5]([CH2:4][OH:3])[CH2:7][O:8][C:9]([N:11]1[CH2:16][CH2:15][C:14]([C:17]2[CH:22]=[CH:21][C:20]([N:23]3[CH2:27][C@H:26]([CH2:28][O:29][C:30]4[CH:34]=[CH:33][O:32][N:31]=4)[O:25][C:24]3=[O:35])=[CH:19][C:18]=2[F:36])=[CH:13][CH2:12]1)=[O:10]. (2) The product is: [F:24][C:21]1[CH:22]=[CH:23][C:18]([CH2:17][C:15]2[NH:16][C:12]([C:10]3[C:9]([OH:25])=[C:8]4[C:3]([CH:4]=[CH:5][CH:6]=[N:7]4)=[C:2]([N:29]4[CH2:30][CH2:31][NH:26][C:27](=[O:32])[CH2:28]4)[N:11]=3)=[N:13][N:14]=2)=[CH:19][CH:20]=1. Given the reactants Br[C:2]1[N:11]=[C:10]([C:12]2[NH:16][C:15]([CH2:17][C:18]3[CH:23]=[CH:22][C:21]([F:24])=[CH:20][CH:19]=3)=[N:14][N:13]=2)[C:9]([OH:25])=[C:8]2[C:3]=1[CH:4]=[CH:5][CH:6]=[N:7]2.[NH:26]1[CH2:31][CH2:30][NH:29][CH2:28][C:27]1=[O:32].O, predict the reaction product. (3) The product is: [C:20]1([CH:26]([C:50]2[CH:51]=[CH:52][CH:53]=[CH:54][CH:55]=2)[CH2:27][CH2:28][O:29][C:30](=[O:31])[C:32]2[C:37]([C:38]3[CH:43]=[CH:42][CH:41]=[C:40]([Cl:44])[CH:39]=3)=[CH:36][C:35]([CH3:48])=[N:34][C:33]=2[CH3:49])[CH:21]=[CH:22][CH:23]=[CH:24][CH:25]=1. Given the reactants CCN=C=NCCCN(C)C.Cl.CN1CCNCC1.[C:20]1([CH:26]([C:50]2[CH:55]=[CH:54][CH:53]=[CH:52][CH:51]=2)[CH2:27][CH2:28][O:29][C:30]([C:32]2[C:33]([CH3:49])=[N:34][C:35]([CH3:48])=[C:36](C(O)=O)[C:37]=2[C:38]2[CH:43]=[CH:42][CH:41]=[C:40]([Cl:44])[CH:39]=2)=[O:31])[CH:25]=[CH:24][CH:23]=[CH:22][CH:21]=1.C(=O)([O-])O.[Na+], predict the reaction product. (4) Given the reactants [Br:1][C:2]1[CH:7]=[CH:6][C:5]([C:8]2[C:9]([C:26]([O:28]C(C)(C)C)=[O:27])=[C:10]([NH:13][C:14]([N:16]3[CH2:25][CH2:24][C:23]4[C:18](=[CH:19][CH:20]=[CH:21][CH:22]=4)[CH2:17]3)=[O:15])[S:11][CH:12]=2)=[CH:4][CH:3]=1, predict the reaction product. The product is: [Br:1][C:2]1[CH:7]=[CH:6][C:5]([C:8]2[C:9]([C:26]([OH:28])=[O:27])=[C:10]([NH:13][C:14]([N:16]3[CH2:25][CH2:24][C:23]4[C:18](=[CH:19][CH:20]=[CH:21][CH:22]=4)[CH2:17]3)=[O:15])[S:11][CH:12]=2)=[CH:4][CH:3]=1.[Br:1][C:2]1[CH:3]=[CH:4][C:5]([C:8]2[CH:9]=[C:10]([NH:13][C:14]([N:16]3[CH2:25][CH2:24][C:23]4[C:18](=[CH:19][CH:20]=[CH:21][CH:22]=4)[CH2:17]3)=[O:15])[S:11][CH:12]=2)=[CH:6][CH:7]=1. (5) Given the reactants [S:1]1[CH:5]=[CH:4][CH:3]=[C:2]1[CH:6]=O.[CH3:8][O:9][CH2:10][CH2:11][NH2:12].[C:13]1(=[O:24])[O:19][C:17](=O)[C:16]2=[CH:20][CH:21]=[CH:22][CH:23]=[C:15]2[CH2:14]1.[NH2:25][C:26]1[CH:31]=[CH:30][N:29]=[CH:28][N:27]=1, predict the reaction product. The product is: [CH3:8][O:9][CH2:10][CH2:11][N:12]1[CH:6]([C:2]2[S:1][CH:5]=[CH:4][CH:3]=2)[CH:14]([C:13]([NH:25][C:26]2[CH:31]=[CH:30][N:29]=[CH:28][N:27]=2)=[O:24])[C:15]2[C:16](=[CH:20][CH:21]=[CH:22][CH:23]=2)[C:17]1=[O:19]. (6) Given the reactants [H-].[Na+].[CH:3]1([OH:8])[CH2:7][CH2:6][CH2:5][CH2:4]1.Cl[C:10]1[N:15]=[C:14]([C:16]([O:18][CH:19]2[CH2:23][CH2:22][CH2:21][CH2:20]2)=[O:17])[CH:13]=[CH:12][C:11]=1[O:24][CH3:25].[Cl-].[NH4+], predict the reaction product. The product is: [CH:3]1([O:8][C:10]2[N:15]=[C:14]([C:16]([O:18][CH:19]3[CH2:23][CH2:22][CH2:21][CH2:20]3)=[O:17])[CH:13]=[CH:12][C:11]=2[O:24][CH3:25])[CH2:7][CH2:6][CH2:5][CH2:4]1.